Dataset: Peptide-MHC class I binding affinity with 185,985 pairs from IEDB/IMGT. Task: Regression. Given a peptide amino acid sequence and an MHC pseudo amino acid sequence, predict their binding affinity value. This is MHC class I binding data. (1) The peptide sequence is GMAEDLQSL. The MHC is HLA-B40:01 with pseudo-sequence HLA-B40:01. The binding affinity (normalized) is 0.0847. (2) The binding affinity (normalized) is 0.0847. The peptide sequence is ETIEILRNY. The MHC is HLA-B08:01 with pseudo-sequence HLA-B08:01. (3) The peptide sequence is ISPITIANL. The MHC is Mamu-A01 with pseudo-sequence Mamu-A01. The binding affinity (normalized) is 1.00. (4) The MHC is Mamu-B08 with pseudo-sequence Mamu-B08. The binding affinity (normalized) is 0.610. The peptide sequence is RRQRRRRWRRR.